From a dataset of Full USPTO retrosynthesis dataset with 1.9M reactions from patents (1976-2016). Predict the reactants needed to synthesize the given product. (1) Given the product [Cl:1][C:2]1[CH:7]=[C:6]([Cl:8])[CH:5]=[CH:4][C:3]=1[C:9]1[CH:10]=[C:11]([S:19][CH:16]([CH3:18])[CH3:17])[CH:13]=[CH:14][CH:15]=1, predict the reactants needed to synthesize it. The reactants are: [Cl:1][C:2]1[CH:7]=[C:6]([Cl:8])[CH:5]=[CH:4][C:3]=1[C:9]1[CH:10]=[C:11]([CH:13]=[CH:14][CH:15]=1)N.[CH:16]([S:19][S:19][CH:16]([CH3:18])[CH3:17])([CH3:18])[CH3:17].N(OC(C)(C)C)=O. (2) Given the product [C:19]1([C:6]2[CH:11]=[CH:10][CH:9]=[CH:8][CH:7]=2)[CH:18]=[CH:17][C:16]([CH:21]2[O:25][CH2:24][CH2:23][O:22]2)=[CH:15][CH:20]=1, predict the reactants needed to synthesize it. The reactants are: C1COCC1.[C:6]1([Mg]Br)[CH:11]=[CH:10][CH:9]=[CH:8][CH:7]=1.Cl[C:15]1[CH:20]=[CH:19][CH:18]=[CH:17][C:16]=1[CH:21]1[O:25][CH2:24][CH2:23][O:22]1.C(OCC)C. (3) Given the product [Cl:9][C:10]1[CH:15]=[CH:14][C:13]([CH:16]2[CH2:21][CH2:20][CH2:19][N:18]([C:31]([C:29]3[CH:30]=[N:26][NH:27][CH:28]=3)=[O:32])[CH2:17]2)=[C:12]([C:22]([F:25])([F:23])[F:24])[CH:11]=1, predict the reactants needed to synthesize it. The reactants are: C(N(CC)CC)C.Cl.[Cl:9][C:10]1[CH:15]=[CH:14][C:13]([CH:16]2[CH2:21][CH2:20][CH2:19][NH:18][CH2:17]2)=[C:12]([C:22]([F:25])([F:24])[F:23])[CH:11]=1.[NH:26]1[CH:30]=[C:29]([C:31](O)=[O:32])[CH:28]=[N:27]1.C(Cl)CCl.O.ON1C2C=CC=CC=2N=N1. (4) Given the product [OH:1][C:2]1[C:11]2[C:6](=[N:7][CH:8]=[CH:9][CH:10]=2)[N:5]([CH2:12][CH2:13][CH:14]([CH3:15])[CH3:16])[C:4](=[O:17])[C:3]=1[C:18]1[NH:23][C:22]2[CH:24]=[CH:25][C:26]([NH:28][S:29]([N:32]3[CH2:36][CH2:35][CH2:33]3)(=[O:30])=[O:31])=[CH:27][C:21]=2[S:20](=[O:39])(=[O:38])[N:19]=1, predict the reactants needed to synthesize it. The reactants are: [OH:1][C:2]1[C:11]2[C:6](=[N:7][CH:8]=[CH:9][CH:10]=2)[N:5]([CH2:12][CH2:13][CH:14]([CH3:16])[CH3:15])[C:4](=[O:17])[C:3]=1[C:18]1[NH:23][C:22]2[CH:24]=[CH:25][C:26]([NH:28][S:29]([N:32]3[CH2:36][CH2:35]O[C:33]3=O)(=[O:31])=[O:30])=[CH:27][C:21]=2[S:20](=[O:39])(=[O:38])[N:19]=1.Cl.N1CCC1.C(=O)([O-])[O-].[K+].[K+]. (5) Given the product [Cl:1][C:2]1[CH:10]=[C:9]([C:11]#[C:12][CH2:13][O:14][CH3:15])[C:5]2[O:6][CH2:7][O:8][C:4]=2[C:3]=1[NH:16][C:17]1[C:26]2[C:21](=[CH:22][C:23]([O:31][CH2:32][CH2:33][CH2:34][N:60]3[CH2:61][CH2:62][N:57]([CH:55]=[O:56])[CH2:58][CH2:59]3)=[CH:24][C:25]=2[O:27][CH:28]([CH3:29])[CH3:30])[N:20]=[CH:19][N:18]=1, predict the reactants needed to synthesize it. The reactants are: [Cl:1][C:2]1[CH:10]=[C:9]([C:11]#[C:12][CH2:13][O:14][CH3:15])[C:5]2[O:6][CH2:7][O:8][C:4]=2[C:3]=1[NH:16][C:17]1[C:26]2[C:21](=[CH:22][C:23]([O:31][CH2:32][CH2:33][CH2:34]Cl)=[CH:24][C:25]=2[O:27][CH:28]([CH3:30])[CH3:29])[N:20]=[CH:19][N:18]=1.C1(P(C2C=CC=CC=2)C2C=CC=CC=2)C=CC=CC=1.[CH:55]([N:57]1[CH2:62][CH2:61][NH:60][CH2:59][CH2:58]1)=[O:56].[I-].[Na+].